Predict the reaction yield, written as a fraction of the theoretical maximum amount of product (1.0 means a 100% yield; for example, 0.34 means a 34% yield). From a dataset of Reaction yield outcomes from USPTO patents with 853,638 reactions. (1) The reactants are [CH3:1][C:2]1[CH:7]=[CH:6][N:5]=[CH:4][C:3]=1[N:8]1[CH2:12][CH2:11][NH:10][C:9]1=[O:13].Br[C:15]1[CH:16]=[C:17]([NH:21][C:22](=[O:24])[CH3:23])[CH:18]=[CH:19][CH:20]=1.N[C@@H]1CCCC[C@H]1N.P([O-])([O-])([O-])=O.[K+].[K+].[K+]. The catalyst is [Cu](I)I.O1CCOCC1. The product is [CH3:1][C:2]1[CH:7]=[CH:6][N:5]=[CH:4][C:3]=1[N:8]1[CH2:12][CH2:11][N:10]([C:15]2[CH:16]=[C:17]([NH:21][C:22](=[O:24])[CH3:23])[CH:18]=[CH:19][CH:20]=2)[C:9]1=[O:13]. The yield is 0.230. (2) The reactants are [CH3:1][O:2][C:3]1[CH:4]=[C:5]([CH:8]=[C:9]([O:13][CH3:14])[C:10]=1[O:11][CH3:12])[CH2:6][NH2:7].Cl.[O-:16][C:17]#[N:18].[K+]. The catalyst is O. The product is [CH3:14][O:13][C:9]1[CH:8]=[C:5]([CH:4]=[C:3]([O:2][CH3:1])[C:10]=1[O:11][CH3:12])[CH2:6][NH:7][C:17]([NH2:18])=[O:16]. The yield is 0.782.